Dataset: Full USPTO retrosynthesis dataset with 1.9M reactions from patents (1976-2016). Task: Predict the reactants needed to synthesize the given product. (1) Given the product [ClH:22].[F:1][C:2]1[CH:3]=[CH:4][C:5]2[N:17]=[C:14]([NH2:15])[C:13]3[CH:12]=[C:11]([CH3:16])[S:10][C:9]=3[NH:8][C:6]=2[CH:7]=1, predict the reactants needed to synthesize it. The reactants are: [F:1][C:2]1[CH:3]=[CH:4][C:5]([N+:17]([O-])=O)=[C:6]([NH:8][C:9]2[S:10][C:11]([CH3:16])=[CH:12][C:13]=2[C:14]#[N:15])[CH:7]=1.Cl.[Sn](Cl)[Cl:22]. (2) Given the product [O:1]1[C:5]2[CH:6]=[CH:7][CH:8]=[CH:9][C:4]=2[C:3]([C:10]2[N:11]=[C:12]3[CH:17]=[CH:16][C:15]([C:26]4[CH:27]=[C:22]([CH2:21][OH:20])[CH:23]=[CH:24][CH:25]=4)=[CH:14][N:13]3[CH:19]=2)=[CH:2]1, predict the reactants needed to synthesize it. The reactants are: [O:1]1[C:5]2[CH:6]=[CH:7][CH:8]=[CH:9][C:4]=2[C:3]([C:10]2[N:11]=[C:12]3[CH:17]=[CH:16][C:15](Br)=[CH:14][N:13]3[CH:19]=2)=[CH:2]1.[OH:20][CH2:21][C:22]1[CH:23]=[C:24](B(O)O)[CH:25]=[CH:26][CH:27]=1.C(#N)C.C(=O)([O-])[O-].[Na+].[Na+]. (3) The reactants are: [CH:1]12[CH2:10][CH:5]3[CH2:6][CH:7]([CH2:9][CH:3]([CH2:4]3)[CH:2]1[N:11]1[C:14](=[O:15])[C:13]([CH3:17])([CH3:16])[NH:12]1)[CH2:8]2.Br[CH:19]1[CH2:24][CH2:23][CH2:22][CH:21]=[CH:20]1. Given the product [CH:24]1([N:12]2[C:13]([CH3:17])([CH3:16])[C:14](=[O:15])[N:11]2[CH:2]2[CH:3]3[CH2:4][CH:5]4[CH2:6][CH:7]([CH2:8][CH:1]2[CH2:10]4)[CH2:9]3)[CH2:23][CH2:22][CH2:21][CH:20]=[CH:19]1, predict the reactants needed to synthesize it. (4) Given the product [CH3:20][O:21][C:22]1[CH:23]=[C:24]([NH:25][C:5](=[NH:6])[CH2:4][C:3](=[O:2])[C:14]2[CH:15]=[CH:16][CH:17]=[CH:18][CH:19]=2)[CH:26]=[CH:27][CH:28]=1, predict the reactants needed to synthesize it. The reactants are: Cl.[O:2]=[C:3]([C:14]1[CH:19]=[CH:18][CH:17]=[CH:16][CH:15]=1)[CH2:4][C:5](SC1C=CC=CC=1)=[NH:6].[CH3:20][O:21][C:22]1[CH:23]=[C:24]([CH:26]=[CH:27][CH:28]=1)[NH2:25]. (5) Given the product [C:1]([C:3]1[CH:4]=[C:5]([C:13]2[S:17][C:16]([C:18]3[C:19]([CH2:32][CH3:33])=[C:20]([CH2:24][CH2:25][CH2:26][C:27]([OH:29])=[O:28])[CH:21]=[CH:22][CH:23]=3)=[N:15][N:14]=2)[CH:6]=[CH:7][C:8]=1[O:9][CH:10]([CH3:12])[CH3:11])#[N:2], predict the reactants needed to synthesize it. The reactants are: [C:1]([C:3]1[CH:4]=[C:5]([C:13]2[S:17][C:16]([C:18]3[C:19]([CH2:32][CH3:33])=[C:20]([CH2:24][CH2:25][CH2:26][C:27]([O:29]CC)=[O:28])[CH:21]=[CH:22][CH:23]=3)=[N:15][N:14]=2)[CH:6]=[CH:7][C:8]=1[O:9][CH:10]([CH3:12])[CH3:11])#[N:2].[OH-].[Na+].Cl. (6) Given the product [CH3:1][O:2][C:3]1[CH:8]=[CH:7][CH:6]=[CH:5][C:4]=1[NH:9][C:10]([NH:12][C:13]1[CH:18]=[CH:17][CH:16]=[C:15]([C:19]#[C:20][C:21]2[CH:22]=[N:23][C:24]([NH:27][CH2:28][CH2:29][CH2:30][N:31]3[CH2:32][CH2:33][CH2:34][CH2:35][CH2:36]3)=[N:25][CH:26]=2)[CH:14]=1)=[O:11], predict the reactants needed to synthesize it. The reactants are: [CH3:1][O:2][C:3]1[CH:8]=[CH:7][CH:6]=[CH:5][C:4]=1[N:9]=[C:10]=[O:11].[NH2:12][C:13]1[CH:14]=[C:15]([C:19]#[C:20][C:21]2[CH:22]=[N:23][C:24]([NH:27][CH2:28][CH2:29][CH2:30][N:31]3[CH2:36][CH2:35][CH2:34][CH2:33][CH2:32]3)=[N:25][CH:26]=2)[CH:16]=[CH:17][CH:18]=1. (7) Given the product [NH2:42][C:39]1[CH:40]=[CH:41][C:36]([C:35]([NH:34][C:31]2[CH:32]=[CH:33][C:28]([Cl:27])=[C:29]([C:46]3[CH:51]=[CH:50][CH:49]=[CH:48][N:47]=3)[CH:30]=2)=[O:45])=[CH:37][CH:38]=1, predict the reactants needed to synthesize it. The reactants are: ClC1C=CC(N)=CC=1C1C=CC=CN=1.[N+](C1C=CC(C(O)=O)=CC=1)([O-])=O.[Cl:27][C:28]1[CH:33]=[CH:32][C:31]([NH:34][C:35](=[O:45])[C:36]2[CH:41]=[CH:40][C:39]([N+:42]([O-])=O)=[CH:38][CH:37]=2)=[CH:30][C:29]=1[C:46]1[CH:51]=[CH:50][CH:49]=[CH:48][N:47]=1.[Sn](Cl)Cl. (8) Given the product [Cl:21][C:19]1[S:20][C:62]2[NH:60][C:59]([C:66](=[O:67])[NH:23][CH:24]3[CH2:33][C:32]4[C:27](=[CH:28][CH:29]=[CH:30][CH:31]=4)[NH:26][C:25]3=[O:34])=[CH:58][C:57]=2[CH:18]=1, predict the reactants needed to synthesize it. The reactants are: C(CNC(C1NC2[C:18](Cl)=[C:19]([Cl:21])[S:20]C=2C=1)=O)(=O)C1C=CC=CC=1.[NH2:23][CH:24]1[CH2:33][C:32]2[C:27](=[CH:28][CH:29]=[CH:30][CH:31]=2)[NH:26][C:25]1=[O:34].C1C=CC2N(O)N=NC=2C=1.CCN(CC)CC.CCN=C=N[CH2:57][CH2:58][CH2:59][N:60]([CH3:62])C.CN([CH:66]=[O:67])C. (9) Given the product [CH2:1]([O:8][C:9]([NH:11][C@H:12]([C:16]([O:18][CH2:3][CH2:2][CH2:1][O:8][CH2:9][C:28]1[CH:29]=[CH:30][CH:31]=[CH:32][CH:33]=1)=[O:17])[CH:13]([CH3:15])[CH3:14])=[O:10])[C:2]1[CH:3]=[CH:4][CH:5]=[CH:6][CH:7]=1, predict the reactants needed to synthesize it. The reactants are: [CH2:1]([O:8][C:9]([NH:11][C@H:12]([C:16]([OH:18])=[O:17])[CH:13]([CH3:15])[CH3:14])=[O:10])[C:2]1[CH:7]=[CH:6][CH:5]=[CH:4][CH:3]=1.[CH:28]1(N=C=N[CH:28]2[CH2:33][CH2:32][CH2:31][CH2:30][CH2:29]2)[CH2:33][CH2:32][CH2:31][CH2:30][CH2:29]1.